Dataset: Full USPTO retrosynthesis dataset with 1.9M reactions from patents (1976-2016). Task: Predict the reactants needed to synthesize the given product. (1) The reactants are: [CH3:1][C:2]1([CH3:35])[CH2:10][C@H:9]([NH:11][C:12]2[C:17]([F:18])=[CH:16][N:15]=[C:14]([NH:19][C:20]3[C:21]([F:34])=[CH:22][C:23](Br)=[C:24]([N:26]4[C:30](=[O:31])[N:29]([CH3:32])[N:28]=[N:27]4)[CH:25]=3)[N:13]=2)[CH2:8][C@H:7]2[N:3]1[CH2:4][CH2:5][CH2:6]2.C1(P(C2C=CC=CC=2)C2C=CC=CC=2)C=CC=CC=1.C(N(C(C)C)CC)(C)C.[CH2:64]([OH:67])[C:65]#[CH:66]. Given the product [CH3:1][C:2]1([CH3:35])[CH2:10][C@H:9]([NH:11][C:12]2[C:17]([F:18])=[CH:16][N:15]=[C:14]([NH:19][C:20]3[C:21]([F:34])=[CH:22][C:23]([C:66]#[C:65][CH2:64][OH:67])=[C:24]([N:26]4[C:30](=[O:31])[N:29]([CH3:32])[N:28]=[N:27]4)[CH:25]=3)[N:13]=2)[CH2:8][C@H:7]2[N:3]1[CH2:4][CH2:5][CH2:6]2, predict the reactants needed to synthesize it. (2) Given the product [ClH:30].[ClH:30].[NH2:58][CH2:59][CH2:60][NH:61][C:38](=[O:40])[CH2:37][C@H:21]1[O:20][C@H:19]([C:15]2[CH:16]=[CH:17][CH:18]=[C:13]([O:12][CH2:11][CH2:10][CH2:9][NH:8][CH2:43][CH2:44][CH2:45][C:46]3[CH:47]=[CH:48][CH:49]=[CH:50][CH:51]=3)[C:14]=2[O:41][CH3:42])[C:25]2[CH:26]=[C:27]([Cl:30])[CH:28]=[CH:29][C:24]=2[N:23]([CH2:31][C:32]([CH3:34])([CH3:33])[CH3:35])[C:22]1=[O:36], predict the reactants needed to synthesize it. The reactants are: C(OC([N:8]([CH2:43][CH2:44][CH2:45][C:46]1[CH:51]=[CH:50][CH:49]=[CH:48][CH:47]=1)[CH2:9][CH2:10][CH2:11][O:12][C:13]1[C:14]([O:41][CH3:42])=[C:15]([C@@H:19]2[C:25]3[CH:26]=[C:27]([Cl:30])[CH:28]=[CH:29][C:24]=3[N:23]([CH2:31][C:32]([CH3:35])([CH3:34])[CH3:33])[C:22](=[O:36])[C@@H:21]([CH2:37][C:38]([OH:40])=O)[O:20]2)[CH:16]=[CH:17][CH:18]=1)=O)(C)(C)C.C(OC(=O)[NH:58][CH2:59][CH2:60][NH2:61])(C)(C)C.